Dataset: Reaction yield outcomes from USPTO patents with 853,638 reactions. Task: Predict the reaction yield, written as a fraction of the theoretical maximum amount of product (1.0 means a 100% yield; for example, 0.34 means a 34% yield). The reactants are [C:1]1([CH:7]([C:62]2[CH:67]=[CH:66][CH:65]=[CH:64][CH:63]=2)[C@H:8]([NH:46][C:47](=[O:61])[C@H:48]([CH3:60])[NH:49][C:50]([O:52][CH2:53][C:54]2[CH:59]=[CH:58][CH:57]=[CH:56][CH:55]=2)=[O:51])[CH:9]=[CH:10][S:11]([CH:14]=[CH:15][C@@H:16]([NH:30][C:31](=[O:45])[C@H:32]([CH3:44])[NH:33][C:34]([O:36][CH2:37][C:38]2[CH:43]=[CH:42][CH:41]=[CH:40][CH:39]=2)=[O:35])[CH:17]([C:24]2[CH:29]=[CH:28][CH:27]=[CH:26][CH:25]=2)[C:18]2[CH:23]=[CH:22][CH:21]=[CH:20][CH:19]=2)(=[O:13])=[O:12])[CH:6]=[CH:5][CH:4]=[CH:3][CH:2]=1.C([Li])CCC.C(OO)(C)(C)C.C1(C(C2C=CC=CC=2)[C@H](NC(=O)[C@H](CC(C)C)NC(OCC2C=CC=CC=2)=O)C=CS(C=C[C@@H](NC(=O)[C@H](CC(C)C)NC(OCC2C=CC=CC=2)=O)C(C2C=CC=CC=2)C2C=CC=CC=2)(=O)=O)C=CC=CC=1. The catalyst is C1COCC1. The product is [C:18]1([CH:17]([C:24]2[CH:25]=[CH:26][CH:27]=[CH:28][CH:29]=2)[C:16]([NH:30][C:31](=[O:45])[C@H:32]([CH3:44])[NH:33][C:34]([O:36][CH2:37][C:38]2[CH:43]=[CH:42][CH:41]=[CH:40][CH:39]=2)=[O:35])=[CH:15][CH2:14][S:11]([CH2:10][CH:9]=[C:8]([NH:46][C:47](=[O:61])[C@H:48]([CH3:60])[NH:49][C:50]([O:52][CH2:53][C:54]2[CH:55]=[CH:56][CH:57]=[CH:58][CH:59]=2)=[O:51])[CH:7]([C:1]2[CH:6]=[CH:5][CH:4]=[CH:3][CH:2]=2)[C:62]2[CH:63]=[CH:64][CH:65]=[CH:66][CH:67]=2)(=[O:12])=[O:13])[CH:23]=[CH:22][CH:21]=[CH:20][CH:19]=1. The yield is 0.930.